Dataset: Catalyst prediction with 721,799 reactions and 888 catalyst types from USPTO. Task: Predict which catalyst facilitates the given reaction. (1) Reactant: [CH3:1][N:2]1[CH:6]=[CH:5][N:4]=[C:3]1[N:7]1[C:15]2[C:10](=[CH:11][C:12]([N+:16]([O-])=O)=[CH:13][CH:14]=2)[CH2:9][CH2:8]1. Product: [CH3:1][N:2]1[CH:6]=[CH:5][N:4]=[C:3]1[N:7]1[C:15]2[C:10](=[CH:11][C:12]([NH2:16])=[CH:13][CH:14]=2)[CH2:9][CH2:8]1. The catalyst class is: 312. (2) Reactant: [F-].C([N+](CCCC)(CCCC)CCCC)CCC.[Cl:19][C:20]1[CH:25]=[CH:24][CH:23]=[CH:22][C:21]=1[C:26]1[CH:34]=[C:33]2[C:29]([C:30]([NH:43][C:44](=[O:48])[CH2:45][CH2:46][CH3:47])=[N:31][N:32]2COCC[Si](C)(C)C)=[CH:28][CH:27]=1. Product: [Cl:19][C:20]1[CH:25]=[CH:24][CH:23]=[CH:22][C:21]=1[C:26]1[CH:34]=[C:33]2[C:29]([C:30]([NH:43][C:44](=[O:48])[CH2:45][CH2:46][CH3:47])=[N:31][NH:32]2)=[CH:28][CH:27]=1. The catalyst class is: 54.